Dataset: Tyrosyl-DNA phosphodiesterase HTS with 341,365 compounds. Task: Binary Classification. Given a drug SMILES string, predict its activity (active/inactive) in a high-throughput screening assay against a specified biological target. The drug is Clc1c(c(S(=O)(=O)Nc2n(ncc2)C)ccc1)C. The result is 0 (inactive).